Dataset: Peptide-MHC class I binding affinity with 185,985 pairs from IEDB/IMGT. Task: Regression. Given a peptide amino acid sequence and an MHC pseudo amino acid sequence, predict their binding affinity value. This is MHC class I binding data. The peptide sequence is MLNPFIYSL. The MHC is HLA-A02:01 with pseudo-sequence HLA-A02:01. The binding affinity (normalized) is 0.968.